This data is from Forward reaction prediction with 1.9M reactions from USPTO patents (1976-2016). The task is: Predict the product of the given reaction. (1) Given the reactants [Br:1]CC[C@H]1CCOC1.[O:9]1[CH2:14][CH2:13][CH2:12][CH:11]([CH2:15][CH2:16][CH2:17][CH2:18]O)[CH2:10]1, predict the reaction product. The product is: [Br:1][CH2:18][CH2:17][CH2:16][CH2:15][CH:11]1[CH2:12][CH2:13][CH2:14][O:9][CH2:10]1. (2) Given the reactants [N+:1]([C:4]1[C:5]([O:19][CH2:20][CH2:21][O:22][C:23](=[O:25])[CH3:24])([CH:7]=[CH:8][C:9]([O:12][CH2:13][CH2:14][O:15][C:16](=[O:18])[CH3:17])(O)[CH:10]=1)O)([O-])=O.[H][H], predict the reaction product. The product is: [C:23]([O:22][CH2:21][CH2:20][O:19][C:5]1[CH:7]=[CH:8][C:9]([O:12][CH2:13][CH2:14][O:15][C:16](=[O:18])[CH3:17])=[CH:10][C:4]=1[NH2:1])(=[O:25])[CH3:24]. (3) The product is: [CH:10]1([CH2:9][O:8][C:5]2[CH:4]=[N:3][C:2]([C:14]3[O:13][C:21]4[CH:20]=[C:19]([O:22][CH2:23][C@@H:24]([NH:26][C:27](=[O:33])[O:28][C:29]([CH3:31])([CH3:30])[CH3:32])[CH3:25])[N:18]=[CH:17][C:16]=4[N:15]=3)=[N:7][CH:6]=2)[CH2:12][CH2:11]1. Given the reactants Cl[C:2]1[N:7]=[CH:6][C:5]([O:8][CH2:9][CH:10]2[CH2:12][CH2:11]2)=[CH:4][N:3]=1.[O:13]1[C:21]2[CH:20]=[C:19]([O:22][CH2:23][C@@H:24]([NH:26][C:27](=[O:33])[O:28][C:29]([CH3:32])([CH3:31])[CH3:30])[CH3:25])[N:18]=[CH:17][C:16]=2[N:15]=[CH:14]1, predict the reaction product. (4) Given the reactants [NH:1]1[CH2:9][CH2:8][CH:4]([C:5]([OH:7])=[O:6])[CH2:3][CH2:2]1.[F:10][C:11]([F:26])([F:25])[C:12]1[CH:13]=[C:14]([CH:18]=[C:19]([C:21]([F:24])([F:23])[F:22])[CH:20]=1)[C:15](Cl)=[O:16], predict the reaction product. The product is: [F:10][C:11]([F:25])([F:26])[C:12]1[CH:13]=[C:14]([CH:18]=[C:19]([C:21]([F:24])([F:22])[F:23])[CH:20]=1)[C:15]([N:1]1[CH2:9][CH2:8][CH:4]([C:5]([OH:7])=[O:6])[CH2:3][CH2:2]1)=[O:16]. (5) Given the reactants [F:1][C:2]1[CH:3]=[C:4]([CH:7]=[CH:8][CH:9]=1)[CH:5]=O.C(O)(=O)[CH2:11][C:12]([OH:14])=[O:13].N1CCCCC1.N1C=CC=CC=1.Cl, predict the reaction product. The product is: [F:1][C:2]1[CH:3]=[C:4]([CH:7]=[CH:8][CH:9]=1)[CH:5]=[CH:11][C:12]([OH:14])=[O:13]. (6) Given the reactants Cl[CH2:2][CH2:3][CH2:4][CH2:5][CH:6]([C:18]1[NH:22][N:21]=[C:20]([NH:23][C:24]2[CH:29]=[CH:28][C:27]([N:30]3[CH:34]=[N:33][C:32]([CH3:35])=[N:31]3)=[C:26]([F:36])[CH:25]=2)[N:19]=1)[C:7]1[CH:12]=[CH:11][C:10]([O:13][C:14]([F:17])([F:16])[F:15])=[CH:9][CH:8]=1.[I-].[Na+], predict the reaction product. The product is: [F:36][C:26]1[CH:25]=[C:24]([NH:23][C:20]2[N:19]=[C:18]3[CH:6]([C:7]4[CH:12]=[CH:11][C:10]([O:13][C:14]([F:17])([F:16])[F:15])=[CH:9][CH:8]=4)[CH2:5][CH2:4][CH2:3][CH2:2][N:22]3[N:21]=2)[CH:29]=[CH:28][C:27]=1[N:30]1[CH:34]=[N:33][C:32]([CH3:35])=[N:31]1. (7) The product is: [O:14]1[CH2:1][CH:2]1[C:3]1[CH:4]=[CH:5][C:6]([S:9]([NH2:12])(=[O:11])=[O:10])=[CH:7][CH:8]=1. Given the reactants [CH2:1]=[CH:2][C:3]1[CH:8]=[CH:7][C:6]([S:9]([NH2:12])(=[O:11])=[O:10])=[CH:5][CH:4]=1.C(=O)([O-])[OH:14].[NH4+].OO, predict the reaction product.